From a dataset of Reaction yield outcomes from USPTO patents with 853,638 reactions. Predict the reaction yield, written as a fraction of the theoretical maximum amount of product (1.0 means a 100% yield; for example, 0.34 means a 34% yield). (1) The reactants are [O:1]1[C@H:3]2[CH2:4][C@@H:5]3[C@@H:21]([C@@:22]4([CH3:28])[CH2:23][CH2:24][C@H:25]([OH:27])[CH2:26][C:2]124)[CH2:20][CH2:19][C@@:18]1([CH3:29])[C@H:6]3[CH2:7][CH2:8][C@@H:9]1[C@H:10]([CH3:17])[CH2:11][CH2:12][CH2:13][CH:14]([CH3:16])[CH3:15].[NH2:30][CH2:31][CH2:32][CH2:33][NH2:34].C(O)CCC. The catalyst is COC(C)(C)C. The product is [OH:1][C@:2]12[CH2:26][C@@H:25]([OH:27])[CH2:24][CH2:23][C@:22]1([CH3:28])[C@@H:21]1[C@H:5]([C@H:6]3[C@:18]([CH3:29])([CH2:19][CH2:20]1)[C@@H:9]([C@H:10]([CH3:17])[CH2:11][CH2:12][CH2:13][CH:14]([CH3:15])[CH3:16])[CH2:8][CH2:7]3)[CH2:4][C@H:3]2[NH:30][CH2:31][CH2:32][CH2:33][NH2:34]. The yield is 0.600. (2) The reactants are [Br:1][C:2]1[N:7]=[C:6]2[S:8][C:9]([N:11]=[C:12](SC)SC)=[N:10][C:5]2=[N:4][CH:3]=1.Cl.Cl.[NH2:19][CH2:20][C@@:21]1([OH:29])[CH:26]2[CH2:27][CH2:28][N:23]([CH2:24][CH2:25]2)[CH2:22]1.C(=O)([O-])[O-].[Cs+].[Cs+]. The catalyst is C(#N)C.O. The product is [Br:1][C:2]1[N:7]=[C:6]2[S:8][C:9]([NH:11][C:12]3[O:29][C@:21]4([CH2:20][N:19]=3)[CH:26]3[CH2:27][CH2:28][N:23]([CH2:24][CH2:25]3)[CH2:22]4)=[N:10][C:5]2=[N:4][CH:3]=1. The yield is 0.570. (3) The reactants are [C:1]([O:5][C:6]([NH:8][C@@:9]12[CH2:15][CH2:14][C@:13]1([F:16])[C:12](=O)[N:11]([C@@H:18]([C:20]1[CH:25]=[CH:24][CH:23]=[CH:22][CH:21]=1)[CH3:19])[CH2:10]2)=[O:7])([CH3:4])([CH3:3])[CH3:2].C(O)C.O.C(N(CC)CC)C. The catalyst is O1CCCC1. The product is [C:1]([O:5][C:6]([NH:8][C@@:9]12[CH2:15][CH2:14][C@@:13]1([F:16])[CH2:12][N:11]([C@@H:18]([C:20]1[CH:21]=[CH:22][CH:23]=[CH:24][CH:25]=1)[CH3:19])[CH2:10]2)=[O:7])([CH3:2])([CH3:3])[CH3:4]. The yield is 0.680.